Dataset: Reaction yield outcomes from USPTO patents with 853,638 reactions. Task: Predict the reaction yield, written as a fraction of the theoretical maximum amount of product (1.0 means a 100% yield; for example, 0.34 means a 34% yield). (1) The reactants are [NH:1]1[C:5]2[CH:6]=[CH:7][CH:8]=[CH:9][C:4]=2[N:3]=[C:2]1[CH2:10][N:11]([CH3:22])[CH:12]1[C:21]2[N:20]=[CH:19][CH:18]=[CH:17][C:16]=2[CH2:15][CH2:14][CH2:13]1.Cl.Cl[CH2:25][C:26]1[CH:27]=[N:28][CH:29]=[CH:30][CH:31]=1.C([O-])([O-])=O.[K+].[K+]. The catalyst is CN(C=O)C.CCOC(C)=O. The product is [CH3:22][N:11]([CH2:10][C:2]1[N:3]([CH2:25][C:26]2[CH:27]=[N:28][CH:29]=[CH:30][CH:31]=2)[C:4]2[CH:9]=[CH:8][CH:7]=[CH:6][C:5]=2[N:1]=1)[CH:12]1[C:21]2[N:20]=[CH:19][CH:18]=[CH:17][C:16]=2[CH2:15][CH2:14][CH2:13]1. The yield is 0.660. (2) The reactants are [N+:1]([C:4]1[CH:5]=[C:6](I)[CH:7]=[CH:8][CH:9]=1)([O-:3])=[O:2].[CH3:11][C:12]1[CH:17]=[CH:16][CH:15]=[C:14]([SH:18])[CH:13]=1.C([O-])([O-])=O.[K+].[K+].C(O)CO. The catalyst is [Cu]I.CC(O)C. The product is [C:12]1([CH3:11])[CH:17]=[CH:16][CH:15]=[C:14]([S:18][C:6]2[CH:7]=[CH:8][CH:9]=[C:4]([N+:1]([O-:3])=[O:2])[CH:5]=2)[CH:13]=1. The yield is 0.850. (3) The reactants are [Cl:1][C:2]1[C:3]([CH3:38])=[N:4][O:5][C:6]=1[N:7]([CH2:32][O:33][CH2:34][CH2:35][O:36][CH3:37])[S:8]([C:11]1[C:19]2[C:14](=[N:15][CH:16]=[CH:17][CH:18]=2)[S:13][C:12]=1[CH:20](O)[C:21]1[CH:26]=[C:25]2[O:27][CH2:28][O:29][C:24]2=[CH:23][C:22]=1[CH3:30])(=[O:10])=[O:9].C([SiH](CC)CC)C.B(F)(F)F.CCOCC. The catalyst is C(Cl)Cl. The product is [Cl:1][C:2]1[C:3]([CH3:38])=[N:4][O:5][C:6]=1[N:7]([CH2:32][O:33][CH2:34][CH2:35][O:36][CH3:37])[S:8]([C:11]1[C:19]2[C:14](=[N:15][CH:16]=[CH:17][CH:18]=2)[S:13][C:12]=1[CH2:20][C:21]1[CH:26]=[C:25]2[O:27][CH2:28][O:29][C:24]2=[CH:23][C:22]=1[CH3:30])(=[O:9])=[O:10]. The yield is 0.820. (4) The reactants are [CH2:1]([C@H:3]1[C@@H:7]([N:8]=C=O)[CH2:6][C@@H:5]([NH:11][S:12]([CH:15]2[CH2:17][CH2:16]2)(=[O:14])=[O:13])[CH2:4]1)[CH3:2].[ClH:18].CCOCC.CCOC(C)=O. The catalyst is O. The product is [ClH:18].[NH2:8][C@@H:7]1[C@H:3]([CH2:1][CH3:2])[CH2:4][C@H:5]([NH:11][S:12]([CH:15]2[CH2:17][CH2:16]2)(=[O:14])=[O:13])[CH2:6]1. The yield is 0.850. (5) The reactants are [CH3:1][C:2]1[CH:7]=[CH:6][C:5]([S:8]([O:11][CH2:12][CH:13]2[CH2:17][C:16]3[C:18]([F:23])=[CH:19][CH:20]=[C:21](Br)[C:15]=3[O:14]2)(=[O:10])=[O:9])=[CH:4][CH:3]=1.[C:24]1(B(O)O)[CH:29]=[CH:28][CH:27]=[CH:26][CH:25]=1.C(=O)([O-])[O-].[K+].[K+].CC1C=CC(S(OCC2CC3C(C4C=CC=CC=4)=CC=CC=3O2)(=O)=O)=CC=1. The catalyst is CC1C=CC=CC=1[P](C1C=CC=CC=1C)([Pd](Cl)(Cl)[P](C1=C(C)C=CC=C1)(C1C=CC=CC=1C)C1C=CC=CC=1C)C1C=CC=CC=1C. The product is [CH3:1][C:2]1[CH:7]=[CH:6][C:5]([S:8]([O:11][CH2:12][CH:13]2[CH2:17][C:16]3[C:18]([F:23])=[CH:19][CH:20]=[C:21]([C:24]4[CH:29]=[CH:28][CH:27]=[CH:26][CH:25]=4)[C:15]=3[O:14]2)(=[O:10])=[O:9])=[CH:4][CH:3]=1. The yield is 0.540. (6) The reactants are [H-].[Na+].[F:3][C:4]1[CH:9]=[CH:8][CH:7]=[CH:6][C:5]=1[C:10]1[N:11]=[N:12][N:13]2[C:22]3[C:17](=[CH:18][CH:19]=[CH:20][CH:21]=3)[C:16]([N:23]3[CH2:28][CH2:27][CH:26]([OH:29])[CH2:25][CH2:24]3)=[N:15][C:14]=12.[CH3:30]I. The catalyst is CN(C)C(=O)C.O. The product is [F:3][C:4]1[CH:9]=[CH:8][CH:7]=[CH:6][C:5]=1[C:10]1[N:11]=[N:12][N:13]2[C:22]3[C:17](=[CH:18][CH:19]=[CH:20][CH:21]=3)[C:16]([N:23]3[CH2:24][CH2:25][CH:26]([O:29][CH3:30])[CH2:27][CH2:28]3)=[N:15][C:14]=12. The yield is 0.650. (7) The reactants are [CH2:1]([CH:3]([C:6]1[C:10](/[CH:11]=[CH:12]/[C:13]([O:15][CH2:16][CH3:17])=[O:14])=[CH:9][N:8]([C:18]2[CH:23]=[CH:22][C:21]([C:24]([F:27])([F:26])[F:25])=[CH:20][N:19]=2)[N:7]=1)[CH2:4][CH3:5])[CH3:2]. The catalyst is [C].[Pd].O1CCCC1. The product is [CH2:1]([CH:3]([C:6]1[C:10]([CH2:11][CH2:12][C:13]([O:15][CH2:16][CH3:17])=[O:14])=[CH:9][N:8]([C:18]2[CH:23]=[CH:22][C:21]([C:24]([F:26])([F:27])[F:25])=[CH:20][N:19]=2)[N:7]=1)[CH2:4][CH3:5])[CH3:2]. The yield is 0.970.